Dataset: Skin sensitization/reaction prediction data. Task: Regression/Classification. Given a drug SMILES string, predict its toxicity properties. Task type varies by dataset: regression for continuous values (e.g., LD50, hERG inhibition percentage) or binary classification for toxic/non-toxic outcomes (e.g., AMES mutagenicity, cardiotoxicity, hepatotoxicity). Dataset: skin_reaction. The result is 1 (causes skin reaction). The molecule is OCC=Cc1ccccc1.